From a dataset of Forward reaction prediction with 1.9M reactions from USPTO patents (1976-2016). Predict the product of the given reaction. (1) Given the reactants [OH:1][C:2]1[CH:7]=[CH:6][C:5]([CH:8]([C:14]#[C:15][CH3:16])[CH2:9][C:10]([O:12][CH3:13])=[O:11])=[CH:4][CH:3]=1.[CH3:17][CH:18]([CH2:21]O)[CH2:19][OH:20].C1(P(C2C=CC=CC=2)C2C=CC=CC=2)C=CC=CC=1.N(C(OC(C)C)=O)=NC(OC(C)C)=O, predict the reaction product. The product is: [OH:20][CH2:19][CH:18]([CH3:21])[CH2:17][O:1][C:2]1[CH:3]=[CH:4][C:5]([CH:8]([C:14]#[C:15][CH3:16])[CH2:9][C:10]([O:12][CH3:13])=[O:11])=[CH:6][CH:7]=1. (2) Given the reactants [CH2:1]([CH:8]1[C:13](=[O:14])[NH:12][C:11]2[CH:15]=[CH:16][C:17]([N+:19]([O-:21])=[O:20])=[CH:18][C:10]=2[O:9]1)[C:2]1[CH:7]=[CH:6][CH:5]=[CH:4][CH:3]=1.C(=O)([O-])[O-].[K+].[K+].I[CH2:29][CH3:30].O, predict the reaction product. The product is: [CH2:1]([CH:8]1[C:13](=[O:14])[N:12]([CH2:29][CH3:30])[C:11]2[CH:15]=[CH:16][C:17]([N+:19]([O-:21])=[O:20])=[CH:18][C:10]=2[O:9]1)[C:2]1[CH:3]=[CH:4][CH:5]=[CH:6][CH:7]=1. (3) Given the reactants [CH:1]1[C:13]2[CH:5]([C:6]3[CH:11]([N:12]=2)[N:10]([CH2:14][C:15](O)=[O:16])[C:9]2[CH:18]=[CH:19][CH:20]=[CH:21][C:8]=2[CH:7]=3)[CH:4]=[CH:3][CH:2]=1.C(N=C=NC(C)C)(C)C.C1C=CC2N(O)N=NC=2C=1.[NH2:41][C@H:42]([CH2:46][OH:47])[C@@H:43]([CH3:45])[OH:44], predict the reaction product. The product is: [OH:47][CH2:46][C@H:42]([NH:41][C:15](=[O:16])[CH2:14][N:10]1[CH:11]2[C:6]([CH:5]3[C:13](=[N:12]2)[CH:1]=[CH:2][CH:3]=[CH:4]3)=[CH:7][C:8]2[CH:21]=[CH:20][CH:19]=[CH:18][C:9]1=2)[C@H:43]([OH:44])[CH3:45]. (4) Given the reactants [Cl-].[Al+3].[Cl-].[Cl-].[C:5]1([CH3:12])[CH:10]=[CH:9][CH:8]=[C:7]([CH3:11])[CH:6]=1.[C:13](Cl)(=[O:17])[CH:14]([CH3:16])[CH3:15], predict the reaction product. The product is: [CH3:15][CH:14]([CH3:16])[C:13]([C:10]1[CH:9]=[CH:8][C:7]([CH3:11])=[CH:6][C:5]=1[CH3:12])=[O:17]. (5) The product is: [C:1]([O:5][C:6](=[O:37])[NH:7][C:8]1([C:12]2[CH:13]=[CH:14][C:15]([C:18]3[C:23]([C:24]4[CH:25]=[CH:26][CH:27]=[CH:28][CH:29]=4)=[CH:22][C:21]([NH2:30])=[C:20]([CH2:33][NH2:34])[N:19]=3)=[CH:16][CH:17]=2)[CH2:9][CH2:10][CH2:11]1)([CH3:4])([CH3:2])[CH3:3]. Given the reactants [C:1]([O:5][C:6](=[O:37])[NH:7][C:8]1([C:12]2[CH:17]=[CH:16][C:15]([C:18]3[C:23]([C:24]4[CH:29]=[CH:28][CH:27]=[CH:26][CH:25]=4)=[CH:22][C:21]([N+:30]([O-])=O)=[C:20]([CH2:33][N+:34]([O-])=O)[N:19]=3)=[CH:14][CH:13]=2)[CH2:11][CH2:10][CH2:9]1)([CH3:4])([CH3:3])[CH3:2], predict the reaction product. (6) The product is: [NH2:15][C:13]1[C:12]([O:18][CH3:19])=[CH:11][C:10]([CH3:20])=[C:9]([N:2]([CH3:1])[C:3](=[O:8])[CH2:4][N:5]([CH3:7])[CH3:6])[CH:14]=1. Given the reactants [CH3:1][N:2]([C:9]1[CH:14]=[C:13]([N+:15]([O-])=O)[C:12]([O:18][CH3:19])=[CH:11][C:10]=1[CH3:20])[C:3](=[O:8])[CH2:4][N:5]([CH3:7])[CH3:6], predict the reaction product. (7) Given the reactants [NH2:1][C:2]1[CH:7]=[C:6]([C:8]([CH3:11])([CH3:10])[CH3:9])[CH:5]=[CH:4][C:3]=1[NH:12][C:13](=O)[CH2:14][CH2:15][CH:16]1[CH2:19][CH:18]([N:20]([CH2:22][C@@H:23]2[C@@H:30]3[C@@H:26]([O:27][C:28]([CH3:32])([CH3:31])[O:29]3)[C@H:25]([N:33]3[C:37]4[N:38]=[CH:39][N:40]=[C:41]([NH:42][CH2:43][C:44]5[CH:49]=[CH:48][C:47]([O:50][CH3:51])=[CH:46][C:45]=5[O:52][CH3:53])[C:36]=4[CH:35]=[CH:34]3)[CH2:24]2)[CH3:21])[CH2:17]1.C(O)(=O)C, predict the reaction product. The product is: [C:8]([C:6]1[CH:5]=[CH:4][C:3]2[NH:12][C:13]([CH2:14][CH2:15][CH:16]3[CH2:17][CH:18]([N:20]([CH2:22][C@@H:23]4[C@H:30]5[O:29][C:28]([CH3:32])([CH3:31])[O:27][C@H:26]5[C@H:25]([N:33]5[C:37]6[N:38]=[CH:39][N:40]=[C:41]([NH:42][CH2:43][C:44]7[CH:49]=[CH:48][C:47]([O:50][CH3:51])=[CH:46][C:45]=7[O:52][CH3:53])[C:36]=6[CH:35]=[CH:34]5)[CH2:24]4)[CH3:21])[CH2:19]3)=[N:1][C:2]=2[CH:7]=1)([CH3:10])([CH3:9])[CH3:11].